This data is from Forward reaction prediction with 1.9M reactions from USPTO patents (1976-2016). The task is: Predict the product of the given reaction. (1) Given the reactants [OH:1][C:2]1[CH:3]=[C:4]([CH:7]=[CH:8][CH:9]=1)[CH:5]=O.[C:10](OC=C)(=[O:12])[CH3:11].C(=O)([O-])[O-].[K+].[K+], predict the reaction product. The product is: [OH:1][C:2]1[CH:3]=[C:4](/[CH:5]=[CH:11]/[CH:10]=[O:12])[CH:7]=[CH:8][CH:9]=1. (2) Given the reactants [O:1]1[CH:5]=[CH:4][C:3](B(O)O)=[CH:2]1.Br[C:10]1[CH:11]=[C:12]([CH:15]=[CH:16][CH:17]=1)[CH2:13][NH2:14], predict the reaction product. The product is: [O:1]1[CH:5]=[CH:4][C:3]([C:10]2[CH:11]=[C:12]([CH2:13][NH2:14])[CH:15]=[CH:16][CH:17]=2)=[CH:2]1. (3) Given the reactants Cl[C:2]1C=C(N([C@H]2CC[C@H](N(C)C)CC2)CC)C(C)=C(C=1)C(O)=O.CN.[Cl:26][C:27]1[CH:28]=[C:29]([N:49]([CH2:59][CH3:60])[C@H:50]2[CH2:55][CH2:54][C@H:53]([N:56]([CH3:58])[CH3:57])[CH2:52][CH2:51]2)[C:30]([CH3:48])=[C:31]([CH:47]=1)[C:32]([NH:34][CH2:35][C:36]1[C:41](=[O:42])[N:40]2[NH:43][CH:44]=[CH:45][C:39]2=[CH:38]C=1C)=[O:33].C(NN)C.C(N(CC)CC)C.C1CN([P+](ON2N=NC3C=CC=CC2=3)(N2CCCC2)N2CCCC2)CC1.F[P-](F)(F)(F)(F)F, predict the reaction product. The product is: [Cl:26][C:27]1[CH:28]=[C:29]([N:49]([C@H:50]2[CH2:55][CH2:54][C@H:53]([N:56]([CH3:58])[CH3:57])[CH2:52][CH2:51]2)[CH2:59][CH3:60])[C:30]([CH3:48])=[C:31]([CH:47]=1)[C:32]([NH:34][CH2:35][C:36]1[C:44]([CH3:45])=[N:43][N:40]([CH2:39][CH3:38])[C:41]=1[O:42][CH3:2])=[O:33]. (4) Given the reactants [BH4-].[Na+].[CH3:3][O:4][C:5]1[CH:19]=[CH:18][C:8]([CH2:9][N:10]2[C:14](=O)[CH:13]([CH3:16])[NH:12][C:11]2=[O:17])=[CH:7][CH:6]=1.CO.Cl, predict the reaction product. The product is: [CH3:3][O:4][C:5]1[CH:19]=[CH:18][C:8]([CH2:9][N:10]2[CH2:14][CH:13]([CH3:16])[NH:12][C:11]2=[O:17])=[CH:7][CH:6]=1. (5) Given the reactants [CH3:1][O:2][C:3]1[C:8]2[N:9]=[C:10]([NH2:12])[S:11][C:7]=2[CH:6]=[CH:5][CH:4]=1.[C:13]1([CH3:22])[CH:18]=[CH:17][C:16]([C:19](Cl)=[O:20])=[CH:15][CH:14]=1.Br[CH:24]([CH3:30])[C:25]([O:27]CC)=[O:26].COC1C=CC2N=C(N)SC=2C=1.ClC1C=C(C=CC=1)C(Cl)=O.BrCC(OCC)=O, predict the reaction product. The product is: [CH3:1][O:2][C:3]1[C:8]2[N:9]([CH:24]([CH3:30])[C:25]([OH:27])=[O:26])[C:10](=[N:12][C:19](=[O:20])[C:16]3[CH:17]=[CH:18][C:13]([CH3:22])=[CH:14][CH:15]=3)[S:11][C:7]=2[CH:6]=[CH:5][CH:4]=1. (6) Given the reactants [NH2:1][C:2]1[CH:3]=[C:4]([CH:23]=[CH:24][C:25]=1[B:26]1[O:30][C:29](C)(C)[C:28](C)(C)[O:27]1)[C:5]([NH:7][N:8]([C:19]([CH3:22])([CH3:21])[CH3:20])[C:9](=[O:18])[C:10]1[CH:15]=[C:14]([CH3:16])[CH:13]=[C:12]([CH3:17])[CH:11]=1)=[O:6].C(OC(=O)C)(=O)C, predict the reaction product. The product is: [C:19]([N:8]([C:9](=[O:18])[C:10]1[CH:11]=[C:12]([CH3:17])[CH:13]=[C:14]([CH3:16])[CH:15]=1)[NH:7][C:5]([C:4]1[CH:23]=[CH:24][C:25]2[B:26]([OH:27])[O:30][C:29]([CH3:28])=[N:1][C:2]=2[CH:3]=1)=[O:6])([CH3:21])([CH3:22])[CH3:20]. (7) Given the reactants F[P-](F)(F)(F)(F)F.N1(OC(N(C)C)=[N+](C)C)C2N=CC=CC=2N=N1.[C:25]([O:29][C:30]([NH:32][C:33]1([C:48](O)=[O:49])[CH2:38][CH2:37][N:36]([C:39]2[C:40]3[CH:47]=[CH:46][NH:45][C:41]=3[N:42]=[CH:43][N:44]=2)[CH2:35][CH2:34]1)=[O:31])([CH3:28])([CH3:27])[CH3:26].C(N(C(C)C)C(C)C)C.[Cl:60][C:61]1[CH:66]=[CH:65][C:64]([CH:67]([NH2:72])[CH2:68][CH2:69][O:70][CH3:71])=[CH:63][CH:62]=1, predict the reaction product. The product is: [Cl:60][C:61]1[CH:62]=[CH:63][C:64]([CH:67]([NH:72][C:48]([C:33]2([NH:32][C:30](=[O:31])[O:29][C:25]([CH3:28])([CH3:27])[CH3:26])[CH2:34][CH2:35][N:36]([C:39]3[C:40]4[CH:47]=[CH:46][NH:45][C:41]=4[N:42]=[CH:43][N:44]=3)[CH2:37][CH2:38]2)=[O:49])[CH2:68][CH2:69][O:70][CH3:71])=[CH:65][CH:66]=1. (8) The product is: [CH3:35][Si:34]([CH3:36])([CH3:37])[CH2:33][CH2:32][O:31][CH2:30][N:29]([CH2:38][O:39][CH2:40][CH2:41][Si:42]([CH3:45])([CH3:44])[CH3:43])[C:27]1[N:26]2[N:46]=[CH:47][C:48]([C:49]3[CH:50]=[N:51][C:52]4[C:57]([CH:58]=3)=[CH:56][C:55]([F:59])=[CH:54][CH:53]=4)=[C:25]2[N:24]=[C:23]([N:15]([CH2:14][CH:11]2[CH2:12][CH2:13][NH:8][CH2:9][CH2:10]2)[C:16](=[O:22])[O:17][CH2:18][CH2:21][CH2:64][CH3:65])[CH:28]=1. Given the reactants C([N:8]1[CH2:13][CH2:12][CH:11]([CH2:14][N:15]([C:23]2[CH:28]=[C:27]([N:29]([CH2:38][O:39][CH2:40][CH2:41][Si:42]([CH3:45])([CH3:44])[CH3:43])[CH2:30][O:31][CH2:32][CH2:33][Si:34]([CH3:37])([CH3:36])[CH3:35])[N:26]3[N:46]=[CH:47][C:48]([C:49]4[CH:50]=[N:51][C:52]5[C:57]([CH:58]=4)=[CH:56][C:55]([F:59])=[CH:54][CH:53]=5)=[C:25]3[N:24]=2)[C:16](=[O:22])[O:17][C:18]([CH3:21])(C)C)[CH2:10][CH2:9]1)C1C=CC=CC=1.C([O-])=O.[NH4+].[CH2:64](O)[CH3:65], predict the reaction product. (9) Given the reactants [CH2:1]([SH:7])[CH2:2][S:3]([O-:6])(=[O:5])=[O:4].[Na+:8], predict the reaction product. The product is: [CH2:1]([S:7][S:7][CH2:1][CH2:2][S:3]([O-:6])(=[O:5])=[O:4])[CH2:2][S:3]([O-:6])(=[O:5])=[O:4].[Na+:8].[Na+:8]. (10) Given the reactants Cl[C:2]1[CH:3]=[C:4]([CH:8]=[CH:9][CH:10]=1)[C:5]([OH:7])=[O:6].[C:11]1(B(O)O)[CH:16]=[CH:15][CH:14]=[CH:13][CH:12]=1.C1(P(C2CCCCC2)C2C=CC=CC=2C2C(OC)=CC=C(S([O-])(=O)=O)C=2OC)CCCCC1.[Na+].C([O-])([O-])=O.[K+].[K+], predict the reaction product. The product is: [C:2]1([C:11]2[CH:16]=[CH:15][CH:14]=[CH:13][CH:12]=2)[CH:10]=[CH:9][CH:8]=[C:4]([C:5]([OH:7])=[O:6])[CH:3]=1.